From a dataset of Reaction yield outcomes from USPTO patents with 853,638 reactions. Predict the reaction yield, written as a fraction of the theoretical maximum amount of product (1.0 means a 100% yield; for example, 0.34 means a 34% yield). (1) The reactants are [CH3:1][O:2][C:3]1[CH:8]=[CH:7][C:6]([C:9]2[CH:10]=[N:11][C:12]([N:15]3[CH2:20][CH2:19][N:18]([S:21]([C:24]4([C:30]([O:32]C(C)(C)C)=[O:31])[CH2:29][CH2:28][O:27][CH2:26][CH2:25]4)(=[O:23])=[O:22])[CH2:17][CH2:16]3)=[N:13][CH:14]=2)=[CH:5][CH:4]=1.ON1C2C=CC=CC=2N=N1.CN1CCOCC1.[O:54]1[CH2:59][CH2:58][CH2:57][CH2:56][CH:55]1[O:60][NH2:61].Cl.CN(C)CCCN=C=NCC. The catalyst is CN(C=O)C. The product is [CH3:1][OH:2].[C:30]([O-:32])(=[O:31])[CH3:24].[CH3:1][O:2][C:3]1[CH:4]=[CH:5][C:6]([C:9]2[CH:14]=[N:13][C:12]([N:15]3[CH2:20][CH2:19][N:18]([S:21]([C:24]4([C:30]([NH:61][O:60][CH:55]5[CH2:56][CH2:57][CH2:58][CH2:59][O:54]5)=[O:31])[CH2:25][CH2:26][O:27][CH2:28][CH2:29]4)(=[O:22])=[O:23])[CH2:17][CH2:16]3)=[N:11][CH:10]=2)=[CH:7][CH:8]=1. The yield is 0.0500. (2) The reactants are Cl.O1CCOCC1.[CH2:8]([N:15]1[CH2:30][CH2:29][C:18]2([CH:22]([C:23]([O:25][CH2:26][CH3:27])=[O:24])[C:21](=O)[CH2:20][CH2:19]2)[CH2:17][CH2:16]1)[C:9]1[CH:14]=[CH:13][CH:12]=[CH:11][CH:10]=1.[NH2:31][C:32]([NH2:34])=[O:33].[OH-].[Na+]. The catalyst is C(O)C. The product is [CH2:8]([N:15]1[CH2:30][CH2:29][C:18]2([C:22]([C:23]([O:25][CH2:26][CH3:27])=[O:24])=[C:21]([NH:31][C:32]([NH2:34])=[O:33])[CH2:20][CH2:19]2)[CH2:17][CH2:16]1)[C:9]1[CH:10]=[CH:11][CH:12]=[CH:13][CH:14]=1. The yield is 0.400.